From a dataset of NCI-60 drug combinations with 297,098 pairs across 59 cell lines. Regression. Given two drug SMILES strings and cell line genomic features, predict the synergy score measuring deviation from expected non-interaction effect. (1) Synergy scores: CSS=28.0, Synergy_ZIP=3.59, Synergy_Bliss=8.96, Synergy_Loewe=-58.7, Synergy_HSA=2.68. Drug 2: C1=CC=C(C(=C1)C(C2=CC=C(C=C2)Cl)C(Cl)Cl)Cl. Drug 1: CC1C(C(CC(O1)OC2CC(OC(C2O)C)OC3=CC4=CC5=C(C(=O)C(C(C5)C(C(=O)C(C(C)O)O)OC)OC6CC(C(C(O6)C)O)OC7CC(C(C(O7)C)O)OC8CC(C(C(O8)C)O)(C)O)C(=C4C(=C3C)O)O)O)O. Cell line: K-562. (2) Drug 1: CC12CCC(CC1=CCC3C2CCC4(C3CC=C4C5=CN=CC=C5)C)O. Drug 2: C1=NC2=C(N=C(N=C2N1C3C(C(C(O3)CO)O)F)Cl)N. Cell line: U251. Synergy scores: CSS=14.5, Synergy_ZIP=-2.67, Synergy_Bliss=-1.56, Synergy_Loewe=-6.32, Synergy_HSA=-0.396. (3) Drug 1: C1CC(C1)(C(=O)O)C(=O)O.[NH2-].[NH2-].[Pt+2]. Drug 2: CC(C)CN1C=NC2=C1C3=CC=CC=C3N=C2N. Cell line: OVCAR-4. Synergy scores: CSS=2.44, Synergy_ZIP=0.238, Synergy_Bliss=3.10, Synergy_Loewe=0.822, Synergy_HSA=1.15. (4) Drug 1: CN1CCC(CC1)COC2=C(C=C3C(=C2)N=CN=C3NC4=C(C=C(C=C4)Br)F)OC. Drug 2: C1CC(C1)(C(=O)O)C(=O)O.[NH2-].[NH2-].[Pt+2]. Cell line: SN12C. Synergy scores: CSS=21.5, Synergy_ZIP=-8.71, Synergy_Bliss=1.12, Synergy_Loewe=1.94, Synergy_HSA=3.59. (5) Drug 1: C1C(C(OC1N2C=C(C(=O)NC2=O)F)CO)O. Drug 2: C1CCC(C(C1)N)N.C(=O)(C(=O)[O-])[O-].[Pt+4]. Cell line: NCI-H226. Synergy scores: CSS=13.7, Synergy_ZIP=-4.47, Synergy_Bliss=-2.09, Synergy_Loewe=-0.350, Synergy_HSA=-1.22. (6) Drug 1: C1=NC2=C(N=C(N=C2N1C3C(C(C(O3)CO)O)O)F)N. Drug 2: C1CC(C1)(C(=O)O)C(=O)O.[NH2-].[NH2-].[Pt+2]. Cell line: NCIH23. Synergy scores: CSS=25.0, Synergy_ZIP=-4.18, Synergy_Bliss=-0.801, Synergy_Loewe=1.07, Synergy_HSA=-0.198.